Predict which catalyst facilitates the given reaction. From a dataset of Catalyst prediction with 721,799 reactions and 888 catalyst types from USPTO. (1) Reactant: [NH2:1][C:2]1[C:3]2[N:4]([C:8]([CH:18]3[CH2:21][CH2:20][CH2:19]3)=[N:9][C:10]=2[C:11]2[CH:12]=[C:13]([OH:17])[CH:14]=[CH:15][CH:16]=2)[CH:5]=[CH:6][N:7]=1.C(=O)([O-])[O-].[Cs+].[Cs+].[CH3:28][O:29][C:30]1[CH:31]=[C:32]([CH:35]=[CH:36][CH:37]=1)[CH2:33]Br.C([O-])(O)=O.[Na+]. Product: [CH:18]1([C:8]2[N:4]3[CH:5]=[CH:6][N:7]=[C:2]([NH2:1])[C:3]3=[C:10]([C:11]3[CH:16]=[CH:15][CH:14]=[C:13]([O:17][CH2:33][C:32]4[CH:35]=[CH:36][CH:37]=[C:30]([O:29][CH3:28])[CH:31]=4)[CH:12]=3)[N:9]=2)[CH2:21][CH2:20][CH2:19]1. The catalyst class is: 3. (2) Reactant: [CH3:1][CH:2]1[C:10]2[C:5](=[CH:6][CH:7]=[C:8]([C:11]3[CH:16]=[CH:15][CH:14]=[C:13]([C:17]([F:20])([F:19])[F:18])[CH:12]=3)[CH:9]=2)[NH:4][C:3]1=[O:21].CN(C)CCN(C)C.C([Li])CCC.[F:35][C:36]1[CH:37]=[C:38]([CH:41]=[C:42]([F:44])[CH:43]=1)[CH2:39]Br.[NH4+].[Cl-]. The catalyst class is: 7. Product: [F:35][C:36]1[CH:37]=[C:38]([CH:41]=[C:42]([F:44])[CH:43]=1)[CH2:39][C:2]1([CH3:1])[C:10]2[C:5](=[CH:6][CH:7]=[C:8]([C:11]3[CH:16]=[CH:15][CH:14]=[C:13]([C:17]([F:20])([F:19])[F:18])[CH:12]=3)[CH:9]=2)[NH:4][C:3]1=[O:21]. (3) Reactant: [CH3:1][O:2][C:3]1[CH:4]=[C:5]([C:12]2[CH2:13][CH2:14][N:15]([C:18]([O:20][C:21]([CH3:24])([CH3:23])[CH3:22])=[O:19])[CH2:16][CH:17]=2)[CH:6]=[CH:7][C:8]=1[N+:9]([O-])=O. Product: [NH2:9][C:8]1[CH:7]=[CH:6][C:5]([CH:12]2[CH2:13][CH2:14][N:15]([C:18]([O:20][C:21]([CH3:22])([CH3:23])[CH3:24])=[O:19])[CH2:16][CH2:17]2)=[CH:4][C:3]=1[O:2][CH3:1]. The catalyst class is: 604. (4) Reactant: [C:1](Cl)(=O)[CH3:2].[CH3:5][O:6][C:7]1[CH:8]=[C:9]([CH:21]=[C:22]([CH3:26])[C:23]([OH:25])=[O:24])[CH:10]=[CH:11][C:12]=1[O:13]CC1C=CC=CC=1. Product: [OH:13][C:12]1[CH:11]=[CH:10][C:9]([CH2:21][CH:22]([CH3:26])[C:23]([O:25][CH2:1][CH3:2])=[O:24])=[CH:8][C:7]=1[O:6][CH3:5]. The catalyst class is: 8.